Task: Predict which catalyst facilitates the given reaction.. Dataset: Catalyst prediction with 721,799 reactions and 888 catalyst types from USPTO (1) Reactant: O(CC1C(=O)NC2C(N=1)=CC=CC=2)C1C=CC=CC=1.[CH3:20][N:21]1[C:30]2[C:25](=[CH:26][CH:27]=[CH:28][CH:29]=2)[N:24]=[C:23]([CH2:31]OC2C=CC=CC=2C(NC2C=CC=CC=2)=O)[C:22]1=[O:48].CNC1C=CC=CC=1N.C(O)(=O)C(C)=O. Product: [CH3:20][N:21]1[C:30]2[C:25](=[CH:26][CH:27]=[CH:28][CH:29]=2)[N:24]=[C:23]([CH3:31])[C:22]1=[O:48]. The catalyst class is: 8. (2) Reactant: Br[C:2]1[CH:3]=[C:4]([Cl:10])[C:5]([O:8][CH3:9])=[N:6][CH:7]=1.P([O-])([O-])([O-])=O.[K+].[K+].[K+].[CH3:19][C:20]1[CH:21]=[C:22]([CH:30]=[CH:31][C:32]=1B1OC(C)(C)C(C)(C)O1)[C:23]([O:25][C:26]([CH3:29])([CH3:28])[CH3:27])=[O:24].O1CCOCC1. Product: [Cl:10][C:4]1[CH:3]=[C:2]([C:32]2[CH:31]=[CH:30][C:22]([C:23]([O:25][C:26]([CH3:27])([CH3:28])[CH3:29])=[O:24])=[CH:21][C:20]=2[CH3:19])[CH:7]=[N:6][C:5]=1[O:8][CH3:9]. The catalyst class is: 84. (3) Reactant: C([O-])(=O)C.[Na+].Br[C:7](Br)([CH3:14])[C:8](=[O:13])[C:9]([F:12])([F:11])[F:10].[F:16][C:17]1[C:30]([NH:31][NH2:32])=[CH:29][C:20]2[N:21]([CH2:26][C:27]#[CH:28])[C:22](=[O:25])[CH2:23][O:24][C:19]=2[CH:18]=1. Product: [F:16][C:17]1[C:30]([NH:31][N:32]=[C:7]([CH3:14])[C:8](=[O:13])[C:9]([F:12])([F:11])[F:10])=[CH:29][C:20]2[N:21]([CH2:26][C:27]#[CH:28])[C:22](=[O:25])[CH2:23][O:24][C:19]=2[CH:18]=1. The catalyst class is: 6. (4) Reactant: [Cl:1][CH:2]([Cl:24])[C:3]([N:5]1[C@H:9]([CH2:10][F:11])[C@@H:8]([C:12]2[CH:17]=[CH:16][C:15]([S:18]([CH3:21])(=[O:20])=[O:19])=[CH:14][CH:13]=2)[O:7]C1(C)C)=[O:4].O.C1(C)C=CC(S(O)(=O)=O)=CC=1. Product: [CH3:21][S:18]([C:15]1[CH:16]=[CH:17][C:12]([C@@H:8]([OH:7])[C@H:9]([NH:5][C:3]([CH:2]([Cl:24])[Cl:1])=[O:4])[CH2:10][F:11])=[CH:13][CH:14]=1)(=[O:20])=[O:19]. The catalyst class is: 2.